This data is from Catalyst prediction with 721,799 reactions and 888 catalyst types from USPTO. The task is: Predict which catalyst facilitates the given reaction. Reactant: [Br:1][C:2]1[CH:3]=[C:4]2[C:11]3([C:15](=[O:16])[NH:14][C:13](=O)[NH:12]3)[CH2:10][C:9]([CH3:24])([C:18]3[CH:23]=[CH:22][CH:21]=[CH:20][CH:19]=3)[O:8][C:5]2=[CH:6][CH:7]=1.COC1C=CC(P2(SP(C3C=CC(OC)=CC=3)(=S)S2)=[S:34])=CC=1. Product: [Br:1][C:2]1[CH:3]=[C:4]2[C:11]3([C:15](=[O:16])[NH:14][C:13](=[S:34])[NH:12]3)[CH2:10][C:9]([CH3:24])([C:18]3[CH:23]=[CH:22][CH:21]=[CH:20][CH:19]=3)[O:8][C:5]2=[CH:6][CH:7]=1. The catalyst class is: 12.